Dataset: Experimentally validated miRNA-target interactions with 360,000+ pairs, plus equal number of negative samples. Task: Binary Classification. Given a miRNA mature sequence and a target amino acid sequence, predict their likelihood of interaction. (1) The miRNA is hsa-miR-3140-3p with sequence AGCUUUUGGGAAUUCAGGUAGU. The protein sequence of the target gene is MGAGSARGARGTAAAAAARGGGFLFSWILVSFACHLASTQGAPEDVDILQRLGLSWTKAGSPAPPGVIPFQSGFIFTQRARLQAPTGTVIPAALGTELALVLSLCSHRVNHAFLFAVRSQKRKLQLGLQFLPGKTVVHLGSRRSVAFDLDMHDGRWHHLALELRGRTVTLVTACGQRRVPVLLPFHRDPALDPGGSFLFGKMNPHAVQFEGALCQFSIYPVTQVAHNYCTHLRKQCGQADTYQSPLGPLFSQDSGRPFTFQSDLALLGLENLTTATPALGSLPAGRGPRGTVAPATPTKP.... Result: 1 (interaction). (2) The miRNA is hsa-miR-2116-5p with sequence GGUUCUUAGCAUAGGAGGUCU. Result: 0 (no interaction). The protein sequence of the target gene is MKSGSGGGSPTSLWGLVFLSAALSLWPTSGEICGPGIDIRNDYQQLKRLENCTVIEGFLHILLISKAEDYRSYRFPKLTVITEYLLLFRVAGLESLGDLFPNLTVIRGWKLFYNYALVIFEMTNLKDIGLYNLRNITRGAIRIEKNADLCYLSTIDWSLILDAVSNNYIVGNKPPKECGDLCPGTLEEKPMCEKTTINNEYNYRCWTTNRCQKMCPSVCGKRACTENNECCHPECLGSCHTPDDNTTCVACRHYYYKGVCVPACPPGTYRFEGWRCVDRDFCANIPNAESSDSDGFVIHD.... (3) The miRNA is dre-miR-200b-3p with sequence UAAUACUGCCUGGUAAUGAUGA. The protein sequence of the target gene is MTRQAGSSWLLRGLLLFALFASGVAPFNWDLPEPRSRASKIRVHPRGNLWATGHFMGKKSLEPPSLSLVGTAPPNTPRDQRLQLSHDLLRILLRKKALGMNFSGPAPPIQYRRLLEPLLQK. Result: 0 (no interaction).